From a dataset of Catalyst prediction with 721,799 reactions and 888 catalyst types from USPTO. Predict which catalyst facilitates the given reaction. (1) Reactant: [CH:1]([C@@H:4]1[CH2:8][C@@H:7]([CH:9]2[CH2:11][N@@:10]2[S:12]([C:15]2[CH:20]=[CH:19][CH:18]=[CH:17][C:16]=2[N+:21]([O-:23])=[O:22])(=[O:14])=[O:13])[O:6][C:5]1=[O:24])([CH3:3])[CH3:2].[Cl:25][C:26]1[CH:31]=[CH:30][CH:29]=[CH:28][C:27]=1[N:32]1[CH2:37][C:36]([CH3:39])([CH3:38])[NH:35][CH2:34][C:33]1=[O:40]. Product: [Cl:25][C:26]1[CH:31]=[CH:30][CH:29]=[CH:28][C:27]=1[N:32]1[C:33](=[O:40])[CH2:34][N:35]([CH2:11][C@H:9]([NH:10][S:12]([C:15]2[CH:20]=[CH:19][CH:18]=[CH:17][C:16]=2[N+:21]([O-:23])=[O:22])(=[O:14])=[O:13])[C@@H:7]2[CH2:8][C@@H:4]([CH:1]([CH3:3])[CH3:2])[C:5](=[O:24])[O:6]2)[C:36]([CH3:39])([CH3:38])[CH2:37]1. The catalyst class is: 11. (2) Reactant: CN(C)[CH:3]=[CH:4][C:5]([C:7]1[CH:8]=[C:9]([P:13]([C:20]2[CH:25]=[CH:24][CH:23]=[CH:22][CH:21]=2)[C:14]2[CH:19]=[CH:18][CH:17]=[CH:16][CH:15]=2)[CH:10]=[CH:11][CH:12]=1)=O.[C:27]([NH2:35])(=[NH:34])[C:28]1[CH:33]=[CH:32][CH:31]=[CH:30][CH:29]=1. Product: [C:28]1([C:27]2[N:35]=[C:5]([C:7]3[CH:8]=[C:9]([P:13]([C:20]4[CH:25]=[CH:24][CH:23]=[CH:22][CH:21]=4)[C:14]4[CH:15]=[CH:16][CH:17]=[CH:18][CH:19]=4)[CH:10]=[CH:11][CH:12]=3)[CH:4]=[CH:3][N:34]=2)[CH:33]=[CH:32][CH:31]=[CH:30][CH:29]=1. The catalyst class is: 8. (3) Reactant: [NH2:1][CH2:2][CH2:3][NH:4][C:5](=O)[CH2:6][C:7]1[CH:12]=[CH:11][C:10]([O:13][CH2:14][CH3:15])=[C:9]([O:16][CH3:17])[CH:8]=1.[AlH3].N(CC)(C)C. Product: [CH2:14]([O:13][C:10]1[CH:11]=[CH:12][C:7]([CH2:6][CH2:5][NH:4][CH2:3][CH2:2][NH2:1])=[CH:8][C:9]=1[O:16][CH3:17])[CH3:15]. The catalyst class is: 1. (4) Reactant: [NH2:1][C@@H:2]([C:16]1[CH:21]=[CH:20][CH:19]=[CH:18][CH:17]=1)[CH2:3][CH2:4][N:5]1[C:13](=[O:14])[C:12]2[C:7](=[CH:8][CH:9]=[CH:10][CH:11]=2)[C:6]1=[O:15].[C:22](O[C:22]([O:24][C:25]([CH3:28])([CH3:27])[CH3:26])=[O:23])([O:24][C:25]([CH3:28])([CH3:27])[CH3:26])=[O:23]. Product: [O:15]=[C:6]1[C:7]2[C:12](=[CH:11][CH:10]=[CH:9][CH:8]=2)[C:13](=[O:14])[N:5]1[CH2:4][CH2:3][C@@H:2]([NH:1][C:22](=[O:23])[O:24][C:25]([CH3:28])([CH3:27])[CH3:26])[C:16]1[CH:21]=[CH:20][CH:19]=[CH:18][CH:17]=1. The catalyst class is: 1. (5) Reactant: [CH3:1][N:2]1[C:6]2[CH:7]=[C:8]([C:11](O)=[O:12])[CH:9]=[CH:10][C:5]=2[O:4][C:3]1=[O:14].C(Cl)(=O)C([Cl:18])=O. Product: [CH3:1][N:2]1[C:6]2[CH:7]=[C:8]([C:11]([Cl:18])=[O:12])[CH:9]=[CH:10][C:5]=2[O:4][C:3]1=[O:14]. The catalyst class is: 59. (6) Reactant: C([Li])CCC.C(NC(C)C)(C)C.[Li+].CC([N-]C(C)C)C.[C:21]([O:25][CH3:26])(=[O:24])[C:22]#[CH:23].[CH:27]1([CH:33]=[O:34])[CH2:32][CH2:31][CH2:30][CH2:29][CH2:28]1. Product: [CH:27]1([CH:33]([OH:34])[C:23]#[C:22][C:21]([O:25][CH3:26])=[O:24])[CH2:32][CH2:31][CH2:30][CH2:29][CH2:28]1. The catalyst class is: 1. (7) The catalyst class is: 189. Reactant: [C:1]([O:5][C:6]([NH:8][CH2:9][C:10]1[CH:11]=[C:12](B(O)O)[CH:13]=[CH:14][CH:15]=1)=[O:7])([CH3:4])([CH3:3])[CH3:2].C(=O)([O-])[O-].[K+].[K+].Br[C:26]1[N:31]=[C:30]([CH:32]=[O:33])[CH:29]=[CH:28][CH:27]=1.COCCOC. Product: [CH:32]([C:30]1[N:31]=[C:26]([C:12]2[CH:11]=[C:10]([CH:15]=[CH:14][CH:13]=2)[CH2:9][NH:8][C:6](=[O:7])[O:5][C:1]([CH3:4])([CH3:3])[CH3:2])[CH:27]=[CH:28][CH:29]=1)=[O:33]. (8) Reactant: Br[C:2]1[N:10]([CH2:11][C@H:12]2[CH2:17][CH2:16][C@H:15]([CH3:18])[CH2:14][CH2:13]2)[C:9]2[C:4](=[N:5][C:6]([Cl:26])=[N:7][C:8]=2[C:19]2[CH:24]=[CH:23][CH:22]=[C:21]([Cl:25])[CH:20]=2)[N:3]=1.[NH:27]1[CH2:32][CH2:31][O:30][CH2:29][CH2:28]1. Product: [Cl:26][C:6]1[N:5]=[C:4]2[C:9]([N:10]([CH2:11][C@H:12]3[CH2:17][CH2:16][C@H:15]([CH3:18])[CH2:14][CH2:13]3)[C:2]([N:27]3[CH2:32][CH2:31][O:30][CH2:29][CH2:28]3)=[N:3]2)=[C:8]([C:19]2[CH:24]=[CH:23][CH:22]=[C:21]([Cl:25])[CH:20]=2)[N:7]=1. The catalyst class is: 47.